This data is from Catalyst prediction with 721,799 reactions and 888 catalyst types from USPTO. The task is: Predict which catalyst facilitates the given reaction. (1) Reactant: C[O:2][C:3](=[O:44])[CH2:4][CH2:5][NH:6][C:7](=[O:43])[C:8]1[CH:13]=[CH:12][C:11]([N:14]([CH2:30][C:31]2[CH:36]=[CH:35][C:34]([C:37]3[CH2:42][CH2:41][CH2:40][CH2:39][CH:38]=3)=[CH:33][CH:32]=2)[C:15](=[O:29])[CH:16]=[CH:17][C:18]2[CH:23]=[CH:22][CH:21]=[C:20]([O:24][C:25]([F:28])([F:27])[F:26])[CH:19]=2)=[CH:10][CH:9]=1.[OH-].[Na+]. Product: [C:37]1([C:34]2[CH:35]=[CH:36][C:31]([CH2:30][N:14]([C:15](=[O:29])[CH:16]=[CH:17][C:18]3[CH:23]=[CH:22][CH:21]=[C:20]([O:24][C:25]([F:28])([F:27])[F:26])[CH:19]=3)[C:11]3[CH:12]=[CH:13][C:8]([C:7]([NH:6][CH2:5][CH2:4][C:3]([OH:44])=[O:2])=[O:43])=[CH:9][CH:10]=3)=[CH:32][CH:33]=2)[CH2:42][CH2:41][CH2:40][CH2:39][CH:38]=1. The catalyst class is: 92. (2) Reactant: [OH:1][C:2]1[C:3]([C:12](=[O:18])[CH2:13][CH2:14][C:15]([OH:17])=[O:16])=[CH:4][C:5]2[CH2:6][CH2:7][CH2:8][CH2:9][C:10]=2[CH:11]=1.[H-].[Na+].[CH3:21]I.O. Product: [CH3:21][O:1][C:2]1[C:3]([C:12](=[O:18])[CH2:13][CH2:14][C:15]([OH:17])=[O:16])=[CH:4][C:5]2[CH2:6][CH2:7][CH2:8][CH2:9][C:10]=2[CH:11]=1. The catalyst class is: 3. (3) Reactant: [Cl:1][C:2]1[CH:13]=[C:12]([OH:14])[C:5]2[CH:6]=[C:7]([C:9](=[O:11])[CH3:10])[O:8][C:4]=2[CH:3]=1.C([O-])([O-])=O.[K+].[K+]. Product: [CH2:6]([O:14][C:12]1[C:5]2[CH:6]=[C:7]([C:9](=[O:11])[CH3:10])[O:8][C:4]=2[CH:3]=[C:2]([Cl:1])[CH:13]=1)[C:5]1[CH:12]=[CH:13][CH:2]=[CH:3][CH:4]=1. The catalyst class is: 3. (4) Reactant: [Cl:1][C:2]1[CH:3]=[C:4]([OH:9])[C:5]([I:8])=[N:6][CH:7]=1.C(=O)([O-])[O-].[Cs+].[Cs+].Br[CH2:17][C:18]([O:20][CH2:21][CH3:22])=[O:19]. Product: [Cl:1][C:2]1[CH:3]=[C:4]([O:9][CH2:17][C:18]([O:20][CH2:21][CH3:22])=[O:19])[C:5]([I:8])=[N:6][CH:7]=1. The catalyst class is: 391. (5) Reactant: [N+:1]([C:4]1[CH:5]=[C:6]([OH:16])[CH:7]=[CH:8][C:9]=1[C:10]1[CH:15]=[CH:14][CH:13]=[CH:12][CH:11]=1)([O-:3])=[O:2].Br[CH2:18][C:19]([O:21][C:22]([CH3:25])([CH3:24])[CH3:23])=[O:20]. Product: [N+:1]([C:4]1[CH:5]=[C:6]([CH:7]=[CH:8][C:9]=1[C:10]1[CH:15]=[CH:14][CH:13]=[CH:12][CH:11]=1)[O:16][CH2:18][C:19]([O:21][C:22]([CH3:25])([CH3:24])[CH3:23])=[O:20])([O-:3])=[O:2]. The catalyst class is: 9. (6) Reactant: [C:1]([C:4]1[C:9]([NH:10][C:11]([C:13]2[S:14][CH:15]=[C:16]([CH:18]([CH3:20])[CH3:19])[N:17]=2)=O)=[C:8]([CH3:21])[C:7]([O:22][CH3:23])=[CH:6][CH:5]=1)(=[O:3])[CH3:2].CC(C)([O-])C.[K+]. Product: [CH:18]([C:16]1[N:17]=[C:13]([C:11]2[CH:2]=[C:1]([OH:3])[C:4]3[C:9](=[C:8]([CH3:21])[C:7]([O:22][CH3:23])=[CH:6][CH:5]=3)[N:10]=2)[S:14][CH:15]=1)([CH3:20])[CH3:19]. The catalyst class is: 1. (7) Reactant: [F:1][C:2]1([F:56])[CH2:7][CH2:6][CH:5]([C:8]2[C:17]3[CH:16]([O:18][CH2:19][C:20]4[CH:25]=[CH:24][C:23]([O:26][CH3:27])=[CH:22][CH:21]=4)[CH2:15][C:14]([CH3:29])([CH3:28])[CH2:13][C:12]=3[N:11]=[C:10]([CH:30]3[CH2:35][CH2:34][N:33]([C:36]4[N:41]=[CH:40][C:39]([CH2:42][OH:43])=[CH:38][N:37]=4)[CH2:32][CH2:31]3)[C:9]=2[CH:44]([F:55])[C:45]2[CH:50]=[CH:49][C:48]([C:51]([F:54])([F:53])[F:52])=[CH:47][CH:46]=2)[CH2:4][CH2:3]1. Product: [F:56][C:2]1([F:1])[CH2:7][CH2:6][CH:5]([C:8]2[C:17]3[CH:16]([O:18][CH2:19][C:20]4[CH:21]=[CH:22][C:23]([O:26][CH3:27])=[CH:24][CH:25]=4)[CH2:15][C:14]([CH3:28])([CH3:29])[CH2:13][C:12]=3[N:11]=[C:10]([CH:30]3[CH2:31][CH2:32][N:33]([C:36]4[N:41]=[CH:40][C:39]([CH2:42][O:43][CH2:4][CH:5]([CH3:8])[CH3:6])=[CH:38][N:37]=4)[CH2:34][CH2:35]3)[C:9]=2[CH:44]([F:55])[C:45]2[CH:46]=[CH:47][C:48]([C:51]([F:53])([F:52])[F:54])=[CH:49][CH:50]=2)[CH2:4][CH2:3]1. The catalyst class is: 619. (8) Product: [Cl:8][C:9]1[CH:14]=[CH:13][CH:12]=[CH:11][C:10]=1[N:15]1[C:19]([C:20]2[N:21]=[C:22]3[C:28]4[CH:29]=[CH:30][C:31]([C:33]5[CH:38]=[CH:37][C:36]([Cl:39])=[CH:35][CH:34]=5)=[CH:32][C:27]=4[O:26][CH2:25][CH2:24][N:23]3[CH:40]=2)=[N:18][C:17]([NH2:41])=[N:16]1. The catalyst class is: 25. Reactant: CCOC(C)=O.Cl.[Cl:8][C:9]1[CH:14]=[CH:13][CH:12]=[CH:11][C:10]=1[N:15]1[C:19]([C:20]2[N:21]=[C:22]3[C:28]4[CH:29]=[CH:30][C:31]([C:33]5[CH:38]=[CH:37][C:36]([Cl:39])=[CH:35][CH:34]=5)=[CH:32][C:27]=4[O:26][CH2:25][CH2:24][N:23]3[CH:40]=2)=[N:18][C:17]([NH:41]C(=O)O)=[N:16]1. (9) The catalyst class is: 25. Product: [ClH:1].[NH2:11][C@@H:8]([C:5]1[C:4]([F:18])=[C:3]([C:2]([Cl:1])=[CH:7][CH:6]=1)[O:19][C:20]1[CH:25]=[CH:24][C:23]([N:26]([CH3:28])[CH3:27])=[N:22][CH:21]=1)[CH2:9][CH3:10]. Reactant: [Cl:1][C:2]1[CH:7]=[CH:6][C:5]([C@H:8]([NH:11][S@@](C(C)(C)C)=O)[CH2:9][CH3:10])=[C:4]([F:18])[C:3]=1[O:19][C:20]1[CH:21]=[N:22][C:23]([N:26]([CH3:28])[CH3:27])=[CH:24][CH:25]=1.Cl. (10) Reactant: Cl[C:2]1[C:7]([F:8])=[C:6]([Cl:9])[N:5]=[C:4]([CH3:10])[N:3]=1.Cl.Cl.[CH3:13][N:14]1[CH2:19][CH2:18][NH:17][CH2:16][C@H:15]1[CH3:20].C(N(CC)CC)C.CO. Product: [Cl:9][C:6]1[C:7]([F:8])=[C:2]([N:17]2[CH2:18][CH2:19][N:14]([CH3:13])[C@H:15]([CH3:20])[CH2:16]2)[N:3]=[C:4]([CH3:10])[N:5]=1. The catalyst class is: 1.